This data is from NCI-60 drug combinations with 297,098 pairs across 59 cell lines. The task is: Regression. Given two drug SMILES strings and cell line genomic features, predict the synergy score measuring deviation from expected non-interaction effect. (1) Drug 1: C1=CN(C(=O)N=C1N)C2C(C(C(O2)CO)O)O.Cl. Drug 2: C1CC(C1)(C(=O)O)C(=O)O.[NH2-].[NH2-].[Pt+2]. Cell line: NCI-H322M. Synergy scores: CSS=0.216, Synergy_ZIP=-1.60, Synergy_Bliss=2.15, Synergy_Loewe=-8.67, Synergy_HSA=0.449. (2) Drug 1: C1=C(C(=O)NC(=O)N1)F. Drug 2: CCC1(C2=C(COC1=O)C(=O)N3CC4=CC5=C(C=CC(=C5CN(C)C)O)N=C4C3=C2)O.Cl. Cell line: SNB-19. Synergy scores: CSS=46.2, Synergy_ZIP=1.09, Synergy_Bliss=1.16, Synergy_Loewe=2.79, Synergy_HSA=5.39. (3) Cell line: A498. Drug 2: C1CN(CCN1C(=O)CCBr)C(=O)CCBr. Drug 1: C1CC(C1)(C(=O)O)C(=O)O.[NH2-].[NH2-].[Pt+2]. Synergy scores: CSS=8.58, Synergy_ZIP=-2.05, Synergy_Bliss=-0.126, Synergy_Loewe=-7.18, Synergy_HSA=-3.71. (4) Drug 1: CC1=C(C(=CC=C1)Cl)NC(=O)C2=CN=C(S2)NC3=CC(=NC(=N3)C)N4CCN(CC4)CCO. Drug 2: C1CN(CCN1C(=O)CCBr)C(=O)CCBr. Cell line: SK-MEL-28. Synergy scores: CSS=4.71, Synergy_ZIP=-3.80, Synergy_Bliss=-1.32, Synergy_Loewe=-4.92, Synergy_HSA=-1.61. (5) Drug 1: CCC1(CC2CC(C3=C(CCN(C2)C1)C4=CC=CC=C4N3)(C5=C(C=C6C(=C5)C78CCN9C7C(C=CC9)(C(C(C8N6C=O)(C(=O)OC)O)OC(=O)C)CC)OC)C(=O)OC)O.OS(=O)(=O)O. Drug 2: C1C(C(OC1N2C=NC3=C(N=C(N=C32)Cl)N)CO)O. Cell line: OVCAR-5. Synergy scores: CSS=28.5, Synergy_ZIP=-12.7, Synergy_Bliss=-1.64, Synergy_Loewe=-0.790, Synergy_HSA=3.37. (6) Drug 1: COC1=NC(=NC2=C1N=CN2C3C(C(C(O3)CO)O)O)N. Drug 2: CN(C(=O)NC(C=O)C(C(C(CO)O)O)O)N=O. Cell line: LOX IMVI. Synergy scores: CSS=26.5, Synergy_ZIP=-0.0715, Synergy_Bliss=4.15, Synergy_Loewe=-14.3, Synergy_HSA=-0.696. (7) Drug 1: COC1=C(C=C2C(=C1)N=CN=C2NC3=CC(=C(C=C3)F)Cl)OCCCN4CCOCC4. Drug 2: CCN(CC)CCNC(=O)C1=C(NC(=C1C)C=C2C3=C(C=CC(=C3)F)NC2=O)C. Cell line: U251. Synergy scores: CSS=18.9, Synergy_ZIP=0.569, Synergy_Bliss=5.40, Synergy_Loewe=6.55, Synergy_HSA=7.00.